From a dataset of Reaction yield outcomes from USPTO patents with 853,638 reactions. Predict the reaction yield, written as a fraction of the theoretical maximum amount of product (1.0 means a 100% yield; for example, 0.34 means a 34% yield). (1) The yield is 0.630. The reactants are [H-].[Na+].[Cl:3][C:4]1[CH:9]=[C:8]([OH:10])[CH:7]=[CH:6][N:5]=1.F[C:12]1[CH:17]=[C:16]([F:18])[C:15]([N+:19]([O-:21])=[O:20])=[CH:14][C:13]=1[CH3:22]. The product is [Cl:3][C:4]1[CH:9]=[C:8]([O:10][C:12]2[CH:17]=[C:16]([F:18])[C:15]([N+:19]([O-:21])=[O:20])=[CH:14][C:13]=2[CH3:22])[CH:7]=[CH:6][N:5]=1. The catalyst is CN(C=O)C. (2) The reactants are [CH3:1][C:2]1[CH:3]=[C:4]([CH:8]=[CH:9][C:10]=1[CH2:11][O:12][C:13]1[CH:18]=[CH:17][CH:16]=[CH:15][CH:14]=1)[C:5]([OH:7])=O.Cl.C(N=C=NCCCN(C)C)C.ON1C2C=CC=CC=2N=N1.[NH2:41][CH2:42][C:43]1[C:44]([OH:51])=[N:45][C:46]([CH3:50])=[CH:47][C:48]=1[CH3:49]. The catalyst is O.ClCCl.C(N(CC)CC)C. The product is [OH:51][C:44]1[C:43]([CH2:42][NH:41][C:5](=[O:7])[C:4]2[CH:8]=[CH:9][C:10]([CH2:11][O:12][C:13]3[CH:18]=[CH:17][CH:16]=[CH:15][CH:14]=3)=[C:2]([CH3:1])[CH:3]=2)=[C:48]([CH3:49])[CH:47]=[C:46]([CH3:50])[N:45]=1. The yield is 0.260. (3) The reactants are Br[C:2]1[CH:3]=[N:4][CH:5]=[C:6]2[C:11]=1[N:10]=[C:9]([C:12]([NH:14][CH2:15][C:16]1[CH:21]=[CH:20][C:19]([S:22]([CH3:25])(=[O:24])=[O:23])=[CH:18][CH:17]=1)=[O:13])[CH:8]=[CH:7]2.[F:26][C:27]1[CH:28]=[C:29](B(O)O)[CH:30]=[CH:31][C:32]=1[F:33].C(=O)([O-])[O-].[Cs+].[Cs+]. The catalyst is O1CCOCC1.O.C1(P([C-]2C=CC=C2)C2C=CC=CC=2)C=CC=CC=1.[C-]1(P(C2C=CC=CC=2)C2C=CC=CC=2)C=CC=C1.[Fe+2].[Pd](Cl)Cl. The product is [F:26][C:27]1[CH:28]=[C:29]([C:2]2[CH:3]=[N:4][CH:5]=[C:6]3[C:11]=2[N:10]=[C:9]([C:12]([NH:14][CH2:15][C:16]2[CH:21]=[CH:20][C:19]([S:22]([CH3:25])(=[O:24])=[O:23])=[CH:18][CH:17]=2)=[O:13])[CH:8]=[CH:7]3)[CH:30]=[CH:31][C:32]=1[F:33]. The yield is 0.910. (4) The yield is 0.830. The product is [C:39]1([NH:38][C:22](=[O:23])/[CH:21]=[C:12]2\[C:13]3[CH:20]=[CH:19][CH:18]=[CH:17][C:14]=3[CH2:15][CH2:16][C:10]3[CH:9]=[C:8]([CH2:7][N:6]4[C:5]5[CH:27]=[C:28]([C:32]6[CH:37]=[CH:36][CH:35]=[CH:34][CH:33]=6)[CH:29]=[C:30]([CH3:31])[C:4]=5[N:3]=[C:2]4[CH3:1])[CH:26]=[CH:25][C:11]\2=3)[CH:44]=[CH:43][CH:42]=[CH:41][CH:40]=1. The catalyst is CN(C=O)C. The reactants are [CH3:1][C:2]1[N:6]([CH2:7][C:8]2[CH:26]=[CH:25][C:11]3/[C:12](=[CH:21]/[C:22](O)=[O:23])/[C:13]4[CH:20]=[CH:19][CH:18]=[CH:17][C:14]=4[CH2:15][CH2:16][C:10]=3[CH:9]=2)[C:5]2[CH:27]=[C:28]([C:32]3[CH:37]=[CH:36][CH:35]=[CH:34][CH:33]=3)[CH:29]=[C:30]([CH3:31])[C:4]=2[N:3]=1.[NH2:38][C:39]1[CH:44]=[CH:43][CH:42]=[CH:41][CH:40]=1.C(N=C=NCCCN(C)C)C.ON1C2C=CC=CC=2N=N1.C(=O)([O-])O.[Na+].